This data is from Forward reaction prediction with 1.9M reactions from USPTO patents (1976-2016). The task is: Predict the product of the given reaction. (1) Given the reactants Cl[C:2]1[N:10]=[CH:9][CH:8]=[CH:7][C:3]=1[C:4]([OH:6])=[O:5].[F:11][C:12]([F:21])([F:20])[C:13]1[CH:14]=[C:15]([OH:19])[CH:16]=[CH:17][CH:18]=1.C(=O)([O-])[O-].[K+].[K+], predict the reaction product. The product is: [F:11][C:12]([F:20])([F:21])[C:13]1[CH:14]=[C:15]([CH:16]=[CH:17][CH:18]=1)[O:19][C:2]1[N:10]=[CH:9][CH:8]=[CH:7][C:3]=1[C:4]([OH:6])=[O:5]. (2) Given the reactants Br[C:2]1[CH:7]=[CH:6][C:5]([O:8][CH2:9][O:10][CH3:11])=[CH:4][N:3]=1.[CH2:12]([Mg]Cl)[C:13]([CH3:16])([CH3:15])[CH3:14], predict the reaction product. The product is: [CH3:11][O:10][CH2:9][O:8][C:5]1[CH:6]=[CH:7][C:2]([CH2:12][C:13]([CH3:16])([CH3:15])[CH3:14])=[N:3][CH:4]=1. (3) Given the reactants Cl[C:2]1[N:7]=[CH:6][C:5]([C:8]2[CH:9]=[N:10][CH:11]=[C:12]([O:14][CH3:15])[CH:13]=2)=[C:4]([NH2:16])[CH:3]=1.C1(P(C2CCCCC2)C2C=CC=CC=2C2C(C(C)C)=CC(C(C)C)=CC=2C(C)C)CCCCC1.[CH3:51][O:52][CH:53]1[CH2:56][NH:55][CH2:54]1.[Li+].C[Si]([N-][Si](C)(C)C)(C)C, predict the reaction product. The product is: [CH3:15][O:14][C:12]1[CH:13]=[C:8]([C:5]2[CH:6]=[N:7][C:2]([N:55]3[CH2:56][CH:53]([O:52][CH3:51])[CH2:54]3)=[CH:3][C:4]=2[NH2:16])[CH:9]=[N:10][CH:11]=1. (4) Given the reactants C(OC([N:8]1[CH2:14][CH2:13][CH2:12][N:11]([C:15]2[CH:40]=[CH:39][C:18]([C:19]([NH:21][C:22]3[CH:37]=[CH:36][C:35]([F:38])=[CH:34][C:23]=3[C:24]([NH:26][C:27]3[CH:32]=[CH:31][C:30]([Cl:33])=[CH:29][N:28]=3)=[O:25])=[O:20])=[CH:17][CH:16]=2)[CH2:10][CH2:9]1)=O)(C)(C)C.FC(F)(F)C(O)=O, predict the reaction product. The product is: [F:38][C:35]1[CH:36]=[CH:37][C:22]([NH:21][C:19](=[O:20])[C:18]2[CH:17]=[CH:16][C:15]([N:11]3[CH2:12][CH2:13][CH2:14][NH:8][CH2:9][CH2:10]3)=[CH:40][CH:39]=2)=[C:23]([CH:34]=1)[C:24]([NH:26][C:27]1[CH:32]=[CH:31][C:30]([Cl:33])=[CH:29][N:28]=1)=[O:25]. (5) The product is: [NH2:1][C:2]1[C:10]2[C:9]([C:11]3[CH:16]=[CH:15][CH:14]=[C:13]([NH2:17])[CH:12]=3)=[N:8][C:7]([NH:20][CH:21]3[CH2:22][CH2:23]3)=[N:6][C:5]=2[S:4][C:3]=1[C:24]([NH2:26])=[O:25]. Given the reactants [NH2:1][C:2]1[C:10]2[C:9]([C:11]3[CH:16]=[CH:15][CH:14]=[C:13]([N+:17]([O-])=O)[CH:12]=3)=[N:8][C:7]([NH:20][CH:21]3[CH2:23][CH2:22]3)=[N:6][C:5]=2[S:4][C:3]=1[C:24]([NH2:26])=[O:25].CCOC(C)=O.[H][H], predict the reaction product.